Predict the product of the given reaction. From a dataset of Forward reaction prediction with 1.9M reactions from USPTO patents (1976-2016). (1) Given the reactants [Cl:1][C:2]1[CH:17]=[C:16]([Cl:18])[C:15]([O:19][CH2:20][C:21]2[CH:26]=[CH:25][C:24]([O:27][CH3:28])=[CH:23][CH:22]=2)=[CH:14][C:3]=1[O:4][C:5]1[N:9]([CH3:10])[N:8]=[C:7]([CH3:11])[C:6]=1[CH:12]=[O:13].CC(C)=[O:31].OS(O)(=O)=O.O=[Cr](=O)=O.O, predict the reaction product. The product is: [Cl:1][C:2]1[CH:17]=[C:16]([Cl:18])[C:15]([O:19][CH2:20][C:21]2[CH:22]=[CH:23][C:24]([O:27][CH3:28])=[CH:25][CH:26]=2)=[CH:14][C:3]=1[O:4][C:5]1[N:9]([CH3:10])[N:8]=[C:7]([CH3:11])[C:6]=1[C:12]([OH:31])=[O:13]. (2) The product is: [F:1][C:2]1[CH:3]=[C:4]([NH:21][C:22]([C:24]2[C:25](=[O:55])[N:26]([C:49]3[CH:50]=[CH:51][CH:52]=[CH:53][CH:54]=3)[N:27]([CH2:30][C@@H:31]([O:33][C:34](=[O:48])[C@@H:35]([NH2:37])[CH3:36])[CH3:32])[C:28]=2[CH3:29])=[O:23])[CH:5]=[CH:6][C:7]=1[O:8][C:9]1[C:18]2[C:13](=[CH:14][C:15]([O:19][CH3:20])=[CH:16][CH:17]=2)[N:12]=[CH:11][CH:10]=1. Given the reactants [F:1][C:2]1[CH:3]=[C:4]([NH:21][C:22]([C:24]2[C:25](=[O:55])[N:26]([C:49]3[CH:54]=[CH:53][CH:52]=[CH:51][CH:50]=3)[N:27]([CH2:30][C@@H:31]([O:33][C:34](=[O:48])[C@@H:35]([NH:37]C(OCC3C=CC=CC=3)=O)[CH3:36])[CH3:32])[C:28]=2[CH3:29])=[O:23])[CH:5]=[CH:6][C:7]=1[O:8][C:9]1[C:18]2[C:13](=[CH:14][C:15]([O:19][CH3:20])=[CH:16][CH:17]=2)[N:12]=[CH:11][CH:10]=1.CO, predict the reaction product. (3) Given the reactants C1COCC1.[CH:6]1([C:9]2[CH:14]=[C:13]([C:15](OC)=[O:16])[C:12]([O:19][CH2:20][CH3:21])=[CH:11][C:10]=2[C:22]2[CH:27]=[CH:26][CH:25]=[CH:24][CH:23]=2)[CH2:8][CH2:7]1.[H-].[Al+3].[Li+].[H-].[H-].[H-].[OH-].[Na+], predict the reaction product. The product is: [CH:6]1([C:9]2[CH:14]=[C:13]([CH:15]=[O:16])[C:12]([O:19][CH2:20][CH3:21])=[CH:11][C:10]=2[C:22]2[CH:23]=[CH:24][CH:25]=[CH:26][CH:27]=2)[CH2:8][CH2:7]1. (4) Given the reactants [C:1]([O:5][C:6](=[O:12])[NH:7][CH2:8][CH2:9][CH2:10][OH:11])([CH3:4])([CH3:3])[CH3:2].C(N(CC)CC)C.CS(Cl)(=O)=O.[C:25]1([C:53]2[CH:58]=[CH:57][CH:56]=[CH:55][CH:54]=2)[CH:30]=[CH:29][C:28]([NH:31][C:32](=[O:52])[C:33]2[CH:38]=[CH:37][C:36](O)=[C:35]([NH:40][C:41]([C:43]3([N:46]4[CH2:51][CH2:50][O:49][CH2:48][CH2:47]4)[CH2:45][CH2:44]3)=[O:42])[CH:34]=2)=[CH:27][CH:26]=1.C(=O)([O-])[O-].[Cs+].[Cs+], predict the reaction product. The product is: [C:25]1([C:53]2[CH:58]=[CH:57][CH:56]=[CH:55][CH:54]=2)[CH:26]=[CH:27][C:28]([NH:31][C:32]([C:33]2[CH:38]=[CH:37][C:36]([O:11][CH2:10][CH2:9][CH2:8][NH:7][C:6](=[O:12])[O:5][C:1]([CH3:4])([CH3:2])[CH3:3])=[C:35]([NH:40][C:41]([C:43]3([N:46]4[CH2:51][CH2:50][O:49][CH2:48][CH2:47]4)[CH2:45][CH2:44]3)=[O:42])[CH:34]=2)=[O:52])=[CH:29][CH:30]=1.